This data is from NCI-60 drug combinations with 297,098 pairs across 59 cell lines. The task is: Regression. Given two drug SMILES strings and cell line genomic features, predict the synergy score measuring deviation from expected non-interaction effect. Drug 1: C(CCl)NC(=O)N(CCCl)N=O. Drug 2: COCCOC1=C(C=C2C(=C1)C(=NC=N2)NC3=CC=CC(=C3)C#C)OCCOC.Cl. Cell line: HOP-62. Synergy scores: CSS=9.41, Synergy_ZIP=0.498, Synergy_Bliss=7.27, Synergy_Loewe=3.19, Synergy_HSA=3.04.